Dataset: Acute oral toxicity (LD50) regression data from Zhu et al.. Task: Regression/Classification. Given a drug SMILES string, predict its toxicity properties. Task type varies by dataset: regression for continuous values (e.g., LD50, hERG inhibition percentage) or binary classification for toxic/non-toxic outcomes (e.g., AMES mutagenicity, cardiotoxicity, hepatotoxicity). Dataset: ld50_zhu. The molecule is CCCCC(CC)CNc1ccccc1. The rat oral LD50 is 1.93, given as -log10 of the dose in mol/kg body weight (higher means more acutely toxic).